Predict the product of the given reaction. From a dataset of Forward reaction prediction with 1.9M reactions from USPTO patents (1976-2016). Given the reactants Cl[C:2](Cl)(Cl)[CH:3]([OH:5])O.[O-]S([O-])(=O)=O.[Na+].[Na+].S(O)(O)(=O)=O.[NH2:20][OH:21].[NH2:22][C:23]1[CH:24]=[C:25]2[C:29](=[CH:30][CH:31]=1)[CH2:28][CH2:27][CH2:26]2.Cl, predict the reaction product. The product is: [OH:21][N:20]=[CH:2][C:3]([NH:22][C:23]1[CH:24]=[C:25]2[C:29](=[CH:30][CH:31]=1)[CH2:28][CH2:27][CH2:26]2)=[O:5].